Predict the reactants needed to synthesize the given product. From a dataset of Full USPTO retrosynthesis dataset with 1.9M reactions from patents (1976-2016). Given the product [CH:20]1([CH2:19][O:1][CH2:2][C:3]2[N:8]=[C:7]([NH:9][C:10](=[O:15])[C:11]([CH3:12])([CH3:14])[CH3:13])[CH:6]=[CH:5][CH:4]=2)[CH2:22][CH2:21]1, predict the reactants needed to synthesize it. The reactants are: [OH:1][CH2:2][C:3]1[N:8]=[C:7]([NH:9][C:10](=[O:15])[C:11]([CH3:14])([CH3:13])[CH3:12])[CH:6]=[CH:5][CH:4]=1.[H-].[Na+].Br[CH2:19][CH:20]1[CH2:22][CH2:21]1.